From a dataset of Reaction yield outcomes from USPTO patents with 853,638 reactions. Predict the reaction yield, written as a fraction of the theoretical maximum amount of product (1.0 means a 100% yield; for example, 0.34 means a 34% yield). The reactants are [CH:1]1([N:6]2[CH:14]=[C:13]3[C:8]([N:9]=[C:10]([C:16]([F:25])([F:24])[C:17]4[CH:22]=[CH:21][C:20]([F:23])=[CH:19][N:18]=4)[N:11]=[C:12]3O)=[N:7]2)[CH2:5][CH2:4][CH2:3][CH2:2]1.P(Br)(Br)(Br)=O.CCN(C(C)C)C(C)C.[CH3:40][C:41]1[NH:45][N:44]=[C:43]([NH2:46])[CH:42]=1. The catalyst is C1COCC1.C1(C)C=CC=CC=1. The product is [CH:1]1([N:6]2[CH:14]=[C:13]3[C:8]([N:9]=[C:10]([C:16]([F:25])([F:24])[C:17]4[CH:22]=[CH:21][C:20]([F:23])=[CH:19][N:18]=4)[N:11]=[C:12]3[NH:46][C:43]3[CH:42]=[C:41]([CH3:40])[NH:45][N:44]=3)=[N:7]2)[CH2:5][CH2:4][CH2:3][CH2:2]1. The yield is 0.100.